Predict the reactants needed to synthesize the given product. From a dataset of Full USPTO retrosynthesis dataset with 1.9M reactions from patents (1976-2016). (1) The reactants are: [H-].[Na+].[C:3]([O:11]CC)(=[O:10])[CH2:4][C:5](OCC)=O.[Br:14][C:15]1[CH:22]=[CH:21][C:18](CBr)=[CH:17][CH:16]=1. Given the product [Br:14][C:15]1[CH:22]=[CH:21][C:18]([CH2:5][CH2:4][C:3]([OH:11])=[O:10])=[CH:17][CH:16]=1, predict the reactants needed to synthesize it. (2) Given the product [CH2:21]([NH:28][C:29](=[O:38])[C:30]1[CH:35]=[CH:34][C:33]([N:36]2[C:10]([OH:12])=[C:9]([C:6]3[CH:7]=[CH:8][C:3]([C:1]#[N:2])=[CH:4][C:5]=3[O:19][CH3:20])[CH:15]=[N:16]2)=[N:32][CH:31]=1)[C:22]1[CH:27]=[CH:26][CH:25]=[CH:24][CH:23]=1, predict the reactants needed to synthesize it. The reactants are: [C:1]([C:3]1[CH:8]=[CH:7][C:6]([C:9](=[CH:15][N:16](C)C)[C:10]([O:12]CC)=O)=[C:5]([O:19][CH3:20])[CH:4]=1)#[N:2].[CH2:21]([NH:28][C:29](=[O:38])[C:30]1[CH:35]=[CH:34][C:33]([NH:36]N)=[N:32][CH:31]=1)[C:22]1[CH:27]=[CH:26][CH:25]=[CH:24][CH:23]=1. (3) Given the product [NH2:1][C:2]1[CH:7]=[C:6]([C:16]2[CH:17]=[CH:18][C:19]([CH3:23])=[C:20]([O:21][CH3:22])[C:15]=2[F:14])[N:5]=[C:4]([C:9]([O:11][CH3:12])=[O:10])[C:3]=1[Cl:13], predict the reactants needed to synthesize it. The reactants are: [NH2:1][C:2]1[CH:7]=[C:6](Cl)[N:5]=[C:4]([C:9]([O:11][CH3:12])=[O:10])[C:3]=1[Cl:13].[F:14][C:15]1[C:20]([O:21][CH3:22])=[C:19]([CH3:23])[CH:18]=[CH:17][C:16]=1B(O)O.[F-].[Cs+]. (4) The reactants are: [F:1][C:2]1[CH:7]=[CH:6][C:5]([CH2:8][CH2:9][CH2:10][NH:11][C@H:12]2[CH2:17][CH2:16][C@H:15]([C:18]3[CH:27]=[CH:26][C:21]4[NH:22][C:23](=[O:25])[O:24][C:20]=4[CH:19]=3)[CH2:14][CH2:13]2)=[CH:4][CH:3]=1.C([O-])([O-])=O.[K+].[K+].Cl.FC1C=CC(CCCN[C@H]2CC[C@H:49]([C:52]3[CH:61]=CC4NC(=O)[O:58][C:54]=4[CH:53]=3)CC2)=CC=1.O1C=CC(C=O)=C1.[BH-](OC(C)=O)(OC(C)=O)OC(C)=O.[Na+].[OH-].[Na+]. Given the product [F:1][C:2]1[CH:7]=[CH:6][C:5]([CH2:8][CH2:9][CH2:10][N:11]([CH2:49][C:52]2[CH:53]=[CH:54][O:58][CH:61]=2)[C@H:12]2[CH2:17][CH2:16][C@H:15]([C:18]3[CH:27]=[CH:26][C:21]4[NH:22][C:23](=[O:25])[O:24][C:20]=4[CH:19]=3)[CH2:14][CH2:13]2)=[CH:4][CH:3]=1, predict the reactants needed to synthesize it. (5) Given the product [CH3:1][N:2]([CH3:20])[C:3]1[N:8]=[CH:7][C:6]([C:9]2[N:13]3[CH:14]=[CH:15][CH:16]=[CH:17][C:12]3=[N:11][C:10]=2[CH:18]=[O:19])=[CH:5][CH:4]=1, predict the reactants needed to synthesize it. The reactants are: [CH3:1][N:2]([CH3:20])[C:3]1[N:8]=[CH:7][C:6]([C:9]2[N:13]3[CH:14]=[CH:15][CH:16]=[CH:17][C:12]3=[N:11][C:10]=2[CH2:18][OH:19])=[CH:5][CH:4]=1. (6) The reactants are: [C:1]([C:5]1[CH:10]=[C:9]([O:11][CH3:12])[C:8]([C:13]([CH3:16])([CH3:15])[CH3:14])=[CH:7][C:6]=1[OH:17])([CH3:4])([CH3:3])[CH3:2].C(=O)([O-])[O-].[Cs+].[Cs+].[CH3:24][O:25][CH:26](Br)[CH3:27]. Given the product [CH3:12][O:11][C:9]1[CH:10]=[C:5]([C:1]([CH3:4])([CH3:3])[CH3:2])[C:6]([O:17][CH2:27][CH2:26][O:25][CH3:24])=[CH:7][C:8]=1[C:13]([CH3:16])([CH3:15])[CH3:14], predict the reactants needed to synthesize it. (7) Given the product [CH:4]([C:3]1[C:6]([OH:10])=[CH:7][CH:8]=[CH:9][C:2]=1[O:1][CH2:18][C:19]1[CH:28]=[CH:27][C:22]([C:23]([O:25][CH3:26])=[O:24])=[CH:21][CH:20]=1)=[O:5], predict the reactants needed to synthesize it. The reactants are: [OH:1][C:2]1[CH:9]=[CH:8][CH:7]=[C:6]([OH:10])[C:3]=1[CH:4]=[O:5].C([O-])([O-])=O.[Cs+].[Cs+].Br[CH2:18][C:19]1[CH:28]=[CH:27][C:22]([C:23]([O:25][CH3:26])=[O:24])=[CH:21][CH:20]=1. (8) Given the product [C:32]([O:34][C@H:23]1[CH2:22][CH2:21][C@@:20]2([CH3:26])[C@@H:19]([CH2:18][CH2:17][C@@H:16]3[C@@H:15]2[CH2:14][CH2:13][C@@:12]2([CH3:7])[C@H:11]3[CH2:10][CH:8]=[C:36]2[C:37](=[O:38])[CH3:39])[CH2:24]1)(=[O:33])[CH3:31], predict the reactants needed to synthesize it. The reactants are: C[C@H]1CO[C@@]2(O[C@H:8]3[CH2:10][C@H:11]4[C@@H:16]5[CH2:17][CH2:18][C@H:19]6[CH2:24][C@@H:23](O)[CH2:22][CH2:21][C@:20]6([CH3:26])[C@H:15]5[CH2:14][CH2:13][C@:12]4(C)[C@H:7]3[C@@H]2C)CC1.[CH3:31][C:32]([O:34][Na])=[O:33].[CH3:36][C:37]([CH3:39])=[O:38].CC(O)=O. (9) Given the product [F:1][C:2]([F:36])([F:35])[C:3]1[CH:4]=[C:5]([C@H:13]2[O:17][C:16](=[O:18])[N:15]([CH2:19][C:20]3[CH:25]=[C:24]([C:26]([F:29])([F:28])[F:27])[CH:23]=[CH:22][C:21]=3[CH:30]([N:37]3[CH2:41][CH2:40][CH2:39][CH2:38]3)[CH2:31][CH3:32])[C@H:14]2[CH3:34])[CH:6]=[C:7]([C:9]([F:12])([F:11])[F:10])[CH:8]=1, predict the reactants needed to synthesize it. The reactants are: [F:1][C:2]([F:36])([F:35])[C:3]1[CH:4]=[C:5]([C@H:13]2[O:17][C:16](=[O:18])[N:15]([CH2:19][C:20]3[CH:25]=[C:24]([C:26]([F:29])([F:28])[F:27])[CH:23]=[CH:22][C:21]=3[CH:30](Br)[CH2:31][CH3:32])[C@H:14]2[CH3:34])[CH:6]=[C:7]([C:9]([F:12])([F:11])[F:10])[CH:8]=1.[NH:37]1[CH2:41][CH2:40][CH2:39][CH2:38]1.